Task: Predict the reactants needed to synthesize the given product.. Dataset: Retrosynthesis with 50K atom-mapped reactions and 10 reaction types from USPTO (1) Given the product CCNS(=O)(=O)c1cccc(NC(=O)c2cnn3c(C(F)F)cc(-c4ccc(C(F)(F)F)cc4)nc23)c1, predict the reactants needed to synthesize it. The reactants are: CCNS(=O)(=O)c1cccc(N)c1.O=C(O)c1cnn2c(C(F)F)cc(-c3ccc(C(F)(F)F)cc3)nc12. (2) Given the product FCCOc1ccc(Cl)cc1Br, predict the reactants needed to synthesize it. The reactants are: FCCBr.Oc1ccc(Cl)cc1Br. (3) Given the product CC(=O)Nc1ccc(C(=O)/C=C/c2ccc(OC3CCCCO3)c(C)c2)c(C)c1, predict the reactants needed to synthesize it. The reactants are: C1=COCCC1.CC(=O)Nc1ccc(C(=O)/C=C/c2ccc(O)c(C)c2)c(C)c1. (4) Given the product CN(C(=O)c1ccc(-c2ccc(F)cc2)cc1)C1CCc2cc(C#N)ccc2C1, predict the reactants needed to synthesize it. The reactants are: CI.N#Cc1ccc2c(c1)CCC(NC(=O)c1ccc(-c3ccc(F)cc3)cc1)C2. (5) Given the product COc1cc(C(=O)O)ccc1Cc1cn(C(C)=O)c2ccc(N)cc12, predict the reactants needed to synthesize it. The reactants are: COc1cc(C(=O)O)ccc1Cc1cn(C(C)=O)c2ccc([N+](=O)[O-])cc12.